From a dataset of Forward reaction prediction with 1.9M reactions from USPTO patents (1976-2016). Predict the product of the given reaction. (1) Given the reactants [C:1]([C:5]1[N:6]=[C:7]([C:10]2[CH:15]=[CH:14][CH:13]=[C:12]([O:16][C:17]3[CH:22]=[CH:21][C:20]([N+:23]([O-])=O)=[CH:19][C:18]=3[Cl:26])[CH:11]=2)[O:8][CH:9]=1)([CH3:4])([CH3:3])[CH3:2].C(OCC)(=O)C, predict the reaction product. The product is: [C:1]([C:5]1[N:6]=[C:7]([C:10]2[CH:11]=[C:12]([CH:13]=[CH:14][CH:15]=2)[O:16][C:17]2[CH:22]=[CH:21][C:20]([NH2:23])=[CH:19][C:18]=2[Cl:26])[O:8][CH:9]=1)([CH3:4])([CH3:2])[CH3:3]. (2) Given the reactants [O:1]=[C:2]1[N:6]([C:7]2[CH:14]=[CH:13][C:10]([C:11]#[N:12])=[C:9]([C:15]([F:18])([F:17])[F:16])[CH:8]=2)[C@@H:5]2[CH2:19][CH2:20][CH2:21][CH2:22][C@H:4]2[NH:3]1.[F:23][C:24]1[CH:29]=[C:28](I)[CH:27]=[CH:26][N:25]=1, predict the reaction product. The product is: [F:23][C:24]1[CH:29]=[C:28]([N:3]2[C@@H:4]3[CH2:22][CH2:21][CH2:20][CH2:19][C@H:5]3[N:6]([C:7]3[CH:14]=[CH:13][C:10]([C:11]#[N:12])=[C:9]([C:15]([F:18])([F:16])[F:17])[CH:8]=3)[C:2]2=[O:1])[CH:27]=[CH:26][N:25]=1.